Predict the reactants needed to synthesize the given product. From a dataset of Full USPTO retrosynthesis dataset with 1.9M reactions from patents (1976-2016). (1) The reactants are: C(=O)([O-])O.[Na+].Br[N:7]1[C:15]([CH2:18][CH3:19])([CH2:16][CH3:17])[C:14]2[C:9](=[CH:10][CH:11]=[C:12]([Br:20])[CH:13]=2)[C:8]1([CH2:23][CH3:24])[CH2:21][CH3:22].OO.Cl. Given the product [Br:20][C:12]1[CH:13]=[C:14]2[C:9](=[CH:10][CH:11]=1)[C:8]([CH2:23][CH3:24])([CH2:21][CH3:22])[NH:7][C:15]2([CH2:16][CH3:17])[CH2:18][CH3:19], predict the reactants needed to synthesize it. (2) Given the product [CH3:12][O:11][N:9]([CH3:10])[C:7](=[O:8])[C:6]1[CH:13]=[CH:14][C:3]([C:1]2[N:19]=[N:20][NH:21][N:2]=2)=[CH:4][CH:5]=1, predict the reactants needed to synthesize it. The reactants are: [C:1]([C:3]1[CH:14]=[CH:13][C:6]([C:7]([N:9]([O:11][CH3:12])[CH3:10])=[O:8])=[CH:5][CH:4]=1)#[N:2].C[Si]([N:19]=[N+:20]=[N-:21])(C)C.C([Sn](=O)CCCC)CCC. (3) Given the product [F:1][C:2]1[CH:9]=[CH:8][C:7]([O:10][C:11]([F:14])([F:13])[F:12])=[CH:6][C:3]=1/[CH:4]=[N:16]/[OH:17], predict the reactants needed to synthesize it. The reactants are: [F:1][C:2]1[CH:9]=[CH:8][C:7]([O:10][C:11]([F:14])([F:13])[F:12])=[CH:6][C:3]=1[CH:4]=O.Cl.[NH2:16][OH:17].C([O-])(=O)C.[Na+]. (4) Given the product [C:1]([C:5]1[CH:6]=[CH:7][C:8]([S:11]([N:14]2[C:20]3[CH:21]=[C:22]([C:25]([NH:38][NH2:39])=[O:27])[CH:23]=[CH:24][C:19]=3[NH:18][C:17]3[N:29]=[C:30]([C:33]([F:34])([F:35])[F:36])[CH:31]=[CH:32][C:16]=3[CH2:15]2)(=[O:13])=[O:12])=[CH:9][CH:10]=1)([CH3:3])([CH3:4])[CH3:2], predict the reactants needed to synthesize it. The reactants are: [C:1]([C:5]1[CH:10]=[CH:9][C:8]([S:11]([N:14]2[C:20]3[CH:21]=[C:22]([C:25]([O:27]C)=O)[CH:23]=[CH:24][C:19]=3[NH:18][C:17]3[N:29]=[C:30]([C:33]([F:36])([F:35])[F:34])[CH:31]=[CH:32][C:16]=3[CH2:15]2)(=[O:13])=[O:12])=[CH:7][CH:6]=1)([CH3:4])([CH3:3])[CH3:2].O.[NH2:38][NH2:39]. (5) Given the product [C:16]([C:15]1[CH:18]=[CH:19][C:12]([CH2:11][N:10]2[C:6]([CH2:5][CH2:4][N:33]([C:29]([CH3:32])([CH3:31])[CH3:30])[C:34]([NH2:24])=[O:35])=[CH:7][N:8]=[C:9]2[CH3:21])=[CH:13][C:14]=1[F:20])#[N:17], predict the reactants needed to synthesize it. The reactants are: Cl.Cl.N[CH2:4][CH2:5][C:6]1[N:10]([CH2:11][C:12]2[CH:19]=[CH:18][C:15]([C:16]#[N:17])=[C:14]([F:20])[CH:13]=2)[C:9]([CH3:21])=[N:8][CH:7]=1.CC[N:24](CC)CC.[C:29]([N:33]=[C:34]=[O:35])([CH3:32])([CH3:31])[CH3:30]. (6) Given the product [CH2:17]([O:19][C:20]1[CH:21]=[C:22]([CH:23]2[C:9]([C:10]3[CH:15]=[CH:14][CH:13]=[CH:12][CH:11]=3)=[C:8]([C:5]3[CH:6]=[CH:7][C:2]([F:1])=[CH:3][CH:4]=3)[NH:35][C:33](=[O:34])[NH:32]2)[CH:25]=[C:26]([N+:29]([O-:31])=[O:30])[C:27]=1[OH:28])[CH3:18], predict the reactants needed to synthesize it. The reactants are: [F:1][C:2]1[CH:7]=[CH:6][C:5]([C:8](=O)[CH2:9][C:10]2[CH:15]=[CH:14][CH:13]=[CH:12][CH:11]=2)=[CH:4][CH:3]=1.[CH2:17]([O:19][C:20]1[CH:21]=[C:22]([CH:25]=[C:26]([N+:29]([O-:31])=[O:30])[C:27]=1[OH:28])[CH:23]=O)[CH3:18].[NH2:32][C:33]([NH2:35])=[O:34].Cl. (7) Given the product [F:40][C:38]([F:39])([F:41])[C:35]1[CH:34]=[CH:33][C:32]([C:29]2[N:28]=[CH:27][C:26]([CH:19]([CH2:20][CH2:21][CH2:22][CH2:23][CH2:24][CH3:25])[CH2:18][O:17][C:14]3[CH:15]=[CH:16][C:11]([C:10]([NH:9][CH2:8][CH2:7][C:6]([OH:43])=[O:5])=[O:42])=[CH:12][CH:13]=3)=[CH:31][CH:30]=2)=[CH:37][CH:36]=1, predict the reactants needed to synthesize it. The reactants are: C([O:5][C:6](=[O:43])[CH2:7][CH2:8][NH:9][C:10](=[O:42])[C:11]1[CH:16]=[CH:15][C:14]([O:17][CH2:18][CH:19]([C:26]2[CH:27]=[N:28][C:29]([C:32]3[CH:37]=[CH:36][C:35]([C:38]([F:41])([F:40])[F:39])=[CH:34][CH:33]=3)=[CH:30][CH:31]=2)[CH2:20][CH2:21][CH2:22][CH2:23][CH2:24][CH3:25])=[CH:13][CH:12]=1)(C)(C)C.[OH-].[Na+].Cl.